Dataset: Peptide-MHC class II binding affinity with 134,281 pairs from IEDB. Task: Regression. Given a peptide amino acid sequence and an MHC pseudo amino acid sequence, predict their binding affinity value. This is MHC class II binding data. (1) The peptide sequence is ILSHVKFNFGDFYSE. The MHC is DRB5_0101 with pseudo-sequence DRB5_0101. The binding affinity (normalized) is 0.0525. (2) The peptide sequence is KKTLRLPKMLETEIV. The MHC is HLA-DQA10301-DQB10302 with pseudo-sequence HLA-DQA10301-DQB10302. The binding affinity (normalized) is 0.0543. (3) The binding affinity (normalized) is 0.343. The MHC is HLA-DQA10501-DQB10201 with pseudo-sequence HLA-DQA10501-DQB10201. The peptide sequence is DPWTIYAIGGSSNPT. (4) The peptide sequence is ADVQYDLYLNVANRR. The MHC is HLA-DQA10501-DQB10301 with pseudo-sequence HLA-DQA10501-DQB10301. The binding affinity (normalized) is 0.171.